Dataset: Reaction yield outcomes from USPTO patents with 853,638 reactions. Task: Predict the reaction yield, written as a fraction of the theoretical maximum amount of product (1.0 means a 100% yield; for example, 0.34 means a 34% yield). (1) The reactants are [CH2:13]1[CH2:14][CH2:15][CH:10]([N:9]=C=[N:9][CH:10]2[CH2:15][CH2:14][CH2:13][CH2:12][CH2:11]2)[CH2:11][CH2:12]1.[C:16]1([CH2:22][C:23](=[O:27])[C:24]([OH:26])=O)[CH:21]=[CH:20][CH:19]=[CH:18][CH:17]=1.ON1C(=O)CC[C:30]1=O.Cl. The catalyst is O1CCOCC1.C(OCC)(=O)C. The product is [CH3:13][CH2:14][CH2:15][CH:10]([NH:9][C:24](=[O:26])[C:23](=[O:27])[CH2:22][C:16]1[CH:17]=[CH:18][CH:19]=[CH:20][CH:21]=1)[CH2:11][CH2:12][CH3:30]. The yield is 0.160. (2) The reactants are [C:1]([C:3]1[CH:8]=[CH:7][CH:6]=[CH:5][C:4]=1[C:9]1[CH:14]=[CH:13][C:12]([CH2:15][C:16]2[C:17](=[O:37])[N:18]([C@H:28]3[CH2:33][CH2:32][C@H:31]([C:34](O)=[O:35])[CH2:30][CH2:29]3)[C:19]3[N:20]([N:25]=[CH:26][N:27]=3)[C:21]=2[CH2:22][CH2:23][CH3:24])=[CH:11][CH:10]=1)#[N:2].[NH4+].O[N:40]1C2C=CC=CC=2N=N1.Cl.C(N=C=NCCCN(C)C)C.CN(C)C=O. The catalyst is C(OCC)(=O)C. The product is [C:1]([C:3]1[CH:8]=[CH:7][CH:6]=[CH:5][C:4]=1[C:9]1[CH:14]=[CH:13][C:12]([CH2:15][C:16]2[C:17](=[O:37])[N:18]([C@H:28]3[CH2:33][CH2:32][C@H:31]([C:34]([NH2:40])=[O:35])[CH2:30][CH2:29]3)[C:19]3[N:20]([N:25]=[CH:26][N:27]=3)[C:21]=2[CH2:22][CH2:23][CH3:24])=[CH:11][CH:10]=1)#[N:2]. The yield is 0.670. (3) The product is [CH3:34][NH:35][C:29](=[O:31])[C@H:28]([O:27][C:25]1[CH:24]=[CH:23][CH:22]=[C:21]2[C:26]=1[C:17]([NH:16][C:4]1[CH:5]=[CH:6][C:7]([O:8][CH2:9][C:10]3[CH:15]=[CH:14][CH:13]=[CH:12][N:11]=3)=[C:2]([CH3:1])[CH:3]=1)=[N:18][CH:19]=[N:20]2)[CH3:33]. No catalyst specified. The yield is 0.760. The reactants are [CH3:1][C:2]1[CH:3]=[C:4]([NH:16][C:17]2[C:26]3[C:21](=[CH:22][CH:23]=[CH:24][C:25]=3[O:27][C@H:28]([CH3:33])[C:29]([O:31]C)=O)[N:20]=[CH:19][N:18]=2)[CH:5]=[CH:6][C:7]=1[O:8][CH2:9][C:10]1[CH:15]=[CH:14][CH:13]=[CH:12][N:11]=1.[CH3:34][NH2:35]. (4) The reactants are [C:1](=[NH:25])([O:3][CH2:4][CH2:5][C:6]1[CH:11]=[CH:10][C:9]([O:12][C:13]2[CH:18]=[CH:17][C:16]([Cl:19])=[C:15]([O:20][C:21]([F:24])([F:23])[F:22])[CH:14]=2)=[CH:8][CH:7]=1)[NH2:2].[OH:26]/[CH:27]=[C:28](/[CH2:33][C:34]1[CH:35]=[N:36][C:37]([O:40][CH3:41])=[N:38][CH:39]=1)\[C:29](OC)=O.C([O-])([O-])=O.[Cs+].[Cs+]. The catalyst is O1CCOCC1. The product is [Cl:19][C:16]1[CH:17]=[CH:18][C:13]([O:12][C:9]2[CH:8]=[CH:7][C:6]([CH2:5][CH2:4][O:3][C:1]3[NH:2][CH:29]=[C:28]([CH2:33][C:34]4[CH:35]=[N:36][C:37]([O:40][CH3:41])=[N:38][CH:39]=4)[C:27](=[O:26])[N:25]=3)=[CH:11][CH:10]=2)=[CH:14][C:15]=1[O:20][C:21]([F:24])([F:22])[F:23]. The yield is 0.158. (5) The reactants are [C:1]([O:4][C@@H:5]1[C@@H:18]([O:19][C:20](=[O:22])[CH3:21])[C@H:17]([O:23][C:24](=[O:26])[CH3:25])[CH2:16][S:15][C@H:6]1[O:7][C:8]1[CH:13]=[CH:12][C:11](I)=[CH:10][CH:9]=1)(=[O:3])[CH3:2].[N:27]1[CH:32]=[CH:31][CH:30]=[C:29](B(O)O)[CH:28]=1. No catalyst specified. The product is [C:1]([O:4][C@@H:5]1[C@@H:18]([O:19][C:20](=[O:22])[CH3:21])[C@H:17]([O:23][C:24](=[O:26])[CH3:25])[CH2:16][S:15][C@H:6]1[O:7][C:8]1[CH:13]=[CH:12][C:11]([C:29]2[CH:28]=[N:27][CH:32]=[CH:31][CH:30]=2)=[CH:10][CH:9]=1)(=[O:3])[CH3:2]. The yield is 0.790. (6) The reactants are Cl[C:2]1[N:3]=[CH:4][C:5]2[N:6]([CH3:19])[C:7](=[O:18])[C:8]3[CH:17]=[CH:16][CH:15]=[CH:14][C:9]=3[N:10]([CH3:13])[C:11]=2[N:12]=1.[NH2:20][C:21]1[CH:31]=[CH:30][C:24]([C:25]([O:27][CH2:28][CH3:29])=[O:26])=[CH:23][C:22]=1[O:32][CH3:33].CC(C1C=C(C(C)C)C(C2C=CC=CC=2P(C2CCCCC2)C2CCCCC2)=C(C(C)C)C=1)C.C(=O)([O-])[O-].[K+].[K+]. The catalyst is CC(O)(C)C. The product is [CH3:19][N:6]1[C:7](=[O:18])[C:8]2[CH:17]=[CH:16][CH:15]=[CH:14][C:9]=2[N:10]([CH3:13])[C:11]2[N:12]=[C:2]([NH:20][C:21]3[CH:31]=[CH:30][C:24]([C:25]([O:27][CH2:28][CH3:29])=[O:26])=[CH:23][C:22]=3[O:32][CH3:33])[N:3]=[CH:4][C:5]1=2. The yield is 0.490. (7) The reactants are [C:1]([C:3]1[CH:8]=[CH:7][CH:6]=[CH:5][CH:4]=1)#[CH:2].[F:9][CH:10]([F:19])[O:11][C:12]1[CH:17]=[CH:16][C:15](I)=[CH:14][CH:13]=1.CN(C)C=O.C(N(CC)CC)C. The catalyst is [Cu]I.Cl[Pd](Cl)([P](C1C=CC=CC=1)(C1C=CC=CC=1)C1C=CC=CC=1)[P](C1C=CC=CC=1)(C1C=CC=CC=1)C1C=CC=CC=1.O. The product is [F:9][CH:10]([F:19])[O:11][C:12]1[CH:17]=[CH:16][C:15]([C:2]#[C:1][C:3]2[CH:8]=[CH:7][CH:6]=[CH:5][CH:4]=2)=[CH:14][CH:13]=1. The yield is 0.760. (8) The product is [NH2:1][C:2]1[C:3]2[CH2:12][CH2:11][CH2:10][CH2:9][C:4]=2[Se:5][C:6]=1[C:7]([NH2:8])=[O:13]. The catalyst is C(O)C. The reactants are [NH2:1][C:2]1[C:3]2[CH2:12][CH2:11][CH2:10][CH2:9][C:4]=2[Se:5][C:6]=1[C:7]#[N:8].[OH-:13].[Na+].O. The yield is 0.540.